From a dataset of Reaction yield outcomes from USPTO patents with 853,638 reactions. Predict the reaction yield, written as a fraction of the theoretical maximum amount of product (1.0 means a 100% yield; for example, 0.34 means a 34% yield). (1) The reactants are [NH:1]([C:3]1[CH:8]=[C:7]([C:9]([OH:11])=[O:10])[CH:6]=[CH:5][N:4]=1)[NH2:2].O=[C:13]([CH3:20])[CH2:14][C:15](OCC)=[O:16]. The catalyst is CC(O)=O. The product is [OH:16][C:15]1[N:1]([C:3]2[CH:8]=[C:7]([CH:6]=[CH:5][N:4]=2)[C:9]([OH:11])=[O:10])[N:2]=[C:13]([CH3:20])[CH:14]=1. The yield is 0.160. (2) The reactants are [Cl:1][S:2]([OH:5])(=O)=[O:3].[C:6]1([OH:12])[CH:11]=[CH:10][CH:9]=[CH:8][CH:7]=1. The catalyst is C(Cl)Cl. The product is [OH:12][C:6]1[CH:11]=[CH:10][C:9]([S:2]([Cl:1])(=[O:5])=[O:3])=[CH:8][CH:7]=1. The yield is 0.290. (3) The reactants are [NH2:1][C:2]1[S:3][C:4]2[CH:10]=[C:9]([C:11]#[N:12])[CH:8]=[C:7]([C:13]3[CH:18]=[CH:17][CH:16]=[C:15]([N+:19]([O-:21])=[O:20])[CH:14]=3)[C:5]=2[N:6]=1.[CH3:22][C:23]([O:26][C:27](O[C:27]([O:26][C:23]([CH3:25])([CH3:24])[CH3:22])=[O:28])=[O:28])([CH3:25])[CH3:24]. The catalyst is CN(C1C=CN=CC=1)C.CC#N. The product is [C:23]([O:26][C:27](=[O:28])[NH:1][C:2]1[S:3][C:4]2[CH:10]=[C:9]([C:11]#[N:12])[CH:8]=[C:7]([C:13]3[CH:18]=[CH:17][CH:16]=[C:15]([N+:19]([O-:21])=[O:20])[CH:14]=3)[C:5]=2[N:6]=1)([CH3:25])([CH3:24])[CH3:22]. The yield is 0.980. (4) The reactants are [Cl:1][C:2]1[CH:15]=[CH:14][C:5]([CH2:6][N:7]2[CH2:12][CH2:11][CH:10]([NH2:13])[CH2:9][CH2:8]2)=[CH:4][CH:3]=1.[CH3:16][C@:17]1([CH2:20][O:21][C:22]2[CH:27]=[CH:26][CH:25]=[CH:24][C:23]=2[NH:28][C:29](=[O:31])[CH3:30])[CH2:19][O:18]1. The catalyst is C(O)C.O. The product is [Cl:1][C:2]1[CH:3]=[CH:4][C:5]([CH2:6][N:7]2[CH2:8][CH2:9][CH:10]([NH:13][CH2:19][C@:17]([OH:18])([CH3:16])[CH2:20][O:21][C:22]3[CH:27]=[CH:26][CH:25]=[CH:24][C:23]=3[NH:28][C:29](=[O:31])[CH3:30])[CH2:11][CH2:12]2)=[CH:14][CH:15]=1. The yield is 0.700. (5) The yield is 0.200. The catalyst is ClCCl. The product is [Cl:23][C:11]1[CH:10]=[CH:9][C:14]([NH:3][C:24](=[O:33])[C:25]2[CH:30]=[CH:29][C:28]([O:31][CH3:32])=[CH:27][CH:26]=2)=[CH:13][C:12]=1[NH:15][C:16]1[CH2:20][CH2:19][C:18](=[O:21])[C:17]=1[CH3:22]. The reactants are C([N:3](CC)CC)C.N[C:9]1[CH:14]=[CH:13][C:12]([NH:15][C:16]2[CH2:20][CH2:19][C:18](=[O:21])[C:17]=2[CH3:22])=[C:11]([Cl:23])[CH:10]=1.[C:24](Cl)(=[O:33])[C:25]1[CH:30]=[CH:29][C:28]([O:31][CH3:32])=[CH:27][CH:26]=1. (6) The reactants are Br[CH2:2][C:3]1[CH:10]=[CH:9][C:6]([CH:7]=[O:8])=[CH:5][C:4]=1[Cl:11].[C:12]1(=[O:22])[NH:16][C:15](=[O:17])[C:14]2=[CH:18][CH:19]=[CH:20][CH:21]=[C:13]12.[K]. The yield is 0.600. The catalyst is CN(C=O)C.O. The product is [Cl:11][C:4]1[CH:5]=[C:6]([CH:9]=[CH:10][C:3]=1[CH2:2][N:16]1[C:12](=[O:22])[C:13]2[C:14](=[CH:18][CH:19]=[CH:20][CH:21]=2)[C:15]1=[O:17])[CH:7]=[O:8]. (7) The yield is 0.340. The reactants are [CH:1]1([N:7]([CH:18]2[CH2:23][CH2:22][CH2:21][CH2:20][CH2:19]2)[C:8]([NH:10][C:11]2[S:12][C:13]([CH:16]=O)=[CH:14][N:15]=2)=[O:9])[CH2:6][CH2:5][CH2:4][CH2:3][CH2:2]1.C(O)(=O)C.[NH:28]1[CH2:33][CH2:32][O:31][CH2:30][CH2:29]1.C(O[BH-](OC(=O)C)OC(=O)C)(=O)C.[Na+]. The product is [CH:18]1([N:7]([CH:1]2[CH2:6][CH2:5][CH2:4][CH2:3][CH2:2]2)[C:8]([NH:10][C:11]2[S:12][C:13]([CH2:16][N:28]3[CH2:33][CH2:32][O:31][CH2:30][CH2:29]3)=[CH:14][N:15]=2)=[O:9])[CH2:19][CH2:20][CH2:21][CH2:22][CH2:23]1. No catalyst specified. (8) The reactants are C[O:2][C:3](=[O:22])[C:4]1[CH:9]=[CH:8][C:7]([CH:10]=[CH:11][C:12]2[C:20]3[C:15](=[CH:16][CH:17]=[CH:18][CH:19]=3)[NH:14][N:13]=2)=[C:6]([NH2:21])[CH:5]=1.C(N(CC)CC)C.[C:30](Cl)(=[O:37])[C:31]1[CH:36]=[CH:35][CH:34]=[CH:33][CH:32]=1.[OH-].[Na+].Cl. The catalyst is C1COCC1.CO. The product is [NH:14]1[C:15]2[C:20](=[CH:19][CH:18]=[CH:17][CH:16]=2)[C:12](/[CH:11]=[CH:10]/[C:7]2[CH:8]=[CH:9][C:4]([C:3]([OH:2])=[O:22])=[CH:5][C:6]=2[NH:21][C:30](=[O:37])[C:31]2[CH:36]=[CH:35][CH:34]=[CH:33][CH:32]=2)=[N:13]1. The yield is 0.890. (9) The reactants are [C:1]1([C@H:7]2[CH2:11][N:10]([CH2:12][C:13]([F:16])([F:15])[F:14])[CH2:9][C@@H:8]2[NH2:17])[CH:6]=[CH:5][CH:4]=[CH:3][CH:2]=1.[CH3:18][C:19]1[C:23]([CH3:24])=[C:22]([NH:25][C:26](=O)[O:27]C2C=CC=CC=2)[N:21]([C:35]2[CH:40]=[CH:39][CH:38]=[CH:37][CH:36]=2)[N:20]=1.CCN(C(C)C)C(C)C. The catalyst is CN(C=O)C. The product is [CH3:18][C:19]1[C:23]([CH3:24])=[C:22]([NH:25][C:26]([NH:17][C@@H:8]2[C@@H:7]([C:1]3[CH:2]=[CH:3][CH:4]=[CH:5][CH:6]=3)[CH2:11][N:10]([CH2:12][C:13]([F:14])([F:15])[F:16])[CH2:9]2)=[O:27])[N:21]([C:35]2[CH:40]=[CH:39][CH:38]=[CH:37][CH:36]=2)[N:20]=1. The yield is 0.282.